From a dataset of Forward reaction prediction with 1.9M reactions from USPTO patents (1976-2016). Predict the product of the given reaction. (1) Given the reactants C(OC[N:10]1[C:18]2[C:17]([NH2:19])=[N:16][C:15]([CH2:20][CH2:21][CH2:22][CH3:23])=[N:14][C:13]=2[C:12]([C:24]#[C:25][CH2:26][CH:27]2[CH2:32][CH2:31][N:30]([CH:33]([CH3:35])[CH3:34])[CH2:29][CH2:28]2)=[CH:11]1)C1C=CC=CC=1.[H][H], predict the reaction product. The product is: [CH2:20]([C:15]1[N:16]=[C:17]([NH2:19])[C:18]2[NH:10][CH:11]=[C:12]([CH2:24][CH2:25][CH2:26][CH:27]3[CH2:28][CH2:29][N:30]([CH:33]([CH3:35])[CH3:34])[CH2:31][CH2:32]3)[C:13]=2[N:14]=1)[CH2:21][CH2:22][CH3:23]. (2) Given the reactants [CH3:1][S:2]([C:5]1[CH:10]=[CH:9][C:8]([N:11]2[CH2:16][CH2:15][NH:14][CH2:13][CH2:12]2)=[CH:7][CH:6]=1)(=[O:4])=[O:3].[C:17]([O:21][C:22]([N:24]1[CH2:29][CH2:28][CH:27]([C:30](=[O:33])[CH2:31]Br)[CH2:26][CH2:25]1)=[O:23])([CH3:20])([CH3:19])[CH3:18].C([O-])([O-])=O.[K+].[K+].CCOC(C)=O, predict the reaction product. The product is: [C:17]([O:21][C:22]([N:24]1[CH2:29][CH2:28][CH:27]([C:30](=[O:33])[CH2:31][N:14]2[CH2:15][CH2:16][N:11]([C:8]3[CH:7]=[CH:6][C:5]([S:2]([CH3:1])(=[O:3])=[O:4])=[CH:10][CH:9]=3)[CH2:12][CH2:13]2)[CH2:26][CH2:25]1)=[O:23])([CH3:20])([CH3:18])[CH3:19]. (3) Given the reactants [CH:1]([N:4]([CH:16]([CH3:18])[CH3:17])[C:5](=[O:15])[CH2:6][CH:7]([C:9]1[CH:14]=[CH:13][CH:12]=[CH:11][CH:10]=1)O)([CH3:3])[CH3:2].[CH:19]1[C:24]([OH:25])=[CH:23][CH:22]=[C:21]([CH3:26])[CH:20]=1.[OH-].[Na+], predict the reaction product. The product is: [OH:25][C:24]1[CH:23]=[CH:22][C:21]([CH3:26])=[CH:20][C:19]=1[CH:7]([C:9]1[CH:10]=[CH:11][CH:12]=[CH:13][CH:14]=1)[CH2:6][C:5]([N:4]([CH:16]([CH3:18])[CH3:17])[CH:1]([CH3:2])[CH3:3])=[O:15]. (4) The product is: [CH3:21][O:22][C:23](=[O:26])[CH:24]=[CH:25][O:1][NH:2][C:3](=[NH:13])[CH2:4][O:5][CH2:6][CH2:7][O:8][CH2:9][CH2:10][O:11][CH3:12]. Given the reactants [OH:1][NH:2][C:3](=[NH:13])[CH2:4][O:5][CH2:6][CH2:7][O:8][CH2:9][CH2:10][O:11][CH3:12].CCN(CC)CC.[CH3:21][O:22][C:23](=[O:26])[C:24]#[CH:25], predict the reaction product. (5) Given the reactants [Cl:1][C:2]1[CH:10]=[CH:9][C:8]2[N:7]([CH2:11][CH2:12][C:13]([O:15]CC)=[O:14])[C:6]3[CH2:18][CH2:19][N:20]([CH3:22])[CH2:21][C:5]=3[C:4]=2[CH:3]=1.[OH-].[Na+].Cl, predict the reaction product. The product is: [Cl:1][C:2]1[CH:10]=[CH:9][C:8]2[N:7]([CH2:11][CH2:12][C:13]([OH:15])=[O:14])[C:6]3[CH2:18][CH2:19][N:20]([CH3:22])[CH2:21][C:5]=3[C:4]=2[CH:3]=1. (6) Given the reactants CC1C=CC(S(OC[C@H]2CCCC[C@@H]2O)(=O)=O)=CC=1.OC1C=C(CCC[N:30]2[C:38](=[O:39])[C:37]3[C:32](=[CH:33][CH:34]=[CH:35][CH:36]=3)[C:31]2=[O:40])C=CC=1.C(=O)([O-])[O-].[Cs+].[Cs+], predict the reaction product. The product is: [C:31]1(=[O:40])[C:32]2[C:37](=[CH:36][CH:35]=[CH:34][CH:33]=2)[C:38](=[O:39])[NH:30]1.